Dataset: Full USPTO retrosynthesis dataset with 1.9M reactions from patents (1976-2016). Task: Predict the reactants needed to synthesize the given product. (1) Given the product [F:1][C:2]1[CH:7]=[CH:6][C:5]([S:8]([NH:11][C:12]2[CH:17]=[CH:16][CH:15]=[CH:14][C:13]=2[CH:18]2[C:27]([CH3:28])([CH3:29])[CH2:26][C:25]3[C:20](=[CH:21][CH:22]=[C:23]([C:30]([OH:32])=[O:31])[CH:24]=3)[NH:19]2)(=[O:10])=[O:9])=[CH:4][CH:3]=1, predict the reactants needed to synthesize it. The reactants are: [F:1][C:2]1[CH:7]=[CH:6][C:5]([S:8]([NH:11][C:12]2[CH:17]=[CH:16][CH:15]=[CH:14][C:13]=2[CH:18]2[C:27]([CH3:29])([CH3:28])[CH2:26][C:25]3[C:20](=[CH:21][CH:22]=[C:23]([C:30]([O:32]C)=[O:31])[CH:24]=3)[NH:19]2)(=[O:10])=[O:9])=[CH:4][CH:3]=1.[OH-].[Na+]. (2) Given the product [Cl:18][C:19]1[CH:24]=[CH:23][C:22]([C:10]2[CH:11]=[C:12]([Cl:15])[CH:13]=[CH:14][C:9]=2[O:8][CH2:7][C:6]([O:5][C:1]([CH3:4])([CH3:3])[CH3:2])=[O:17])=[CH:21][CH:20]=1, predict the reactants needed to synthesize it. The reactants are: [C:1]([O:5][C:6](=[O:17])[CH2:7][O:8][C:9]1[CH:14]=[CH:13][C:12]([Cl:15])=[CH:11][C:10]=1Br)([CH3:4])([CH3:3])[CH3:2].[Cl:18][C:19]1[CH:24]=[CH:23][C:22](B(O)O)=[CH:21][CH:20]=1. (3) Given the product [CH2:22]([O:29][C:30](=[O:38])[CH2:31][C@@H:32]([NH:37][C:17](=[O:19])[CH2:16][CH2:15][CH2:14][CH2:13][CH2:12][CH2:11][CH2:10][CH2:9][CH2:8][CH2:7][C:1]1[CH:2]=[CH:3][CH:4]=[CH:5][CH:6]=1)[CH2:33][N:34]([CH3:35])[CH3:36])[C:23]1[CH:28]=[CH:27][CH:26]=[CH:25][CH:24]=1, predict the reactants needed to synthesize it. The reactants are: [C:1]1([CH2:7][CH2:8][CH2:9][CH2:10][CH2:11][CH2:12][CH2:13][CH2:14][CH2:15][CH2:16][C:17]([OH:19])=O)[CH:6]=[CH:5][CH:4]=[CH:3][CH:2]=1.Cl.Cl.[CH2:22]([O:29][C:30](=[O:38])[CH2:31][C@@H:32]([NH2:37])[CH2:33][N:34]([CH3:36])[CH3:35])[C:23]1[CH:28]=[CH:27][CH:26]=[CH:25][CH:24]=1.